From a dataset of HIV replication inhibition screening data with 41,000+ compounds from the AIDS Antiviral Screen. Binary Classification. Given a drug SMILES string, predict its activity (active/inactive) in a high-throughput screening assay against a specified biological target. (1) The molecule is CC(C=NNC(=N)N[N+](=O)[O-])=NNC(=N)N[N+](=O)[O-]. The result is 1 (active). (2) The compound is COc1cccc(C=[N+]2[N-]C(c3ccncc3)=[O+][Zn-4]2(O)(O)(O)[OH+]C(C)=O)c1. The result is 0 (inactive). (3) The compound is COc1ccc(-c2cc(-c3ccc4c(c3)CC(C)O4)nc(N)n2)cc1. The result is 0 (inactive).